From a dataset of Catalyst prediction with 721,799 reactions and 888 catalyst types from USPTO. Predict which catalyst facilitates the given reaction. (1) Reactant: [CH2:1]1[C:6]2[NH:7][C:8]3[C:13]([C:5]=2[CH2:4][CH2:3][NH:2]1)=[CH:12][CH:11]=[CH:10][CH:9]=3.[CH3:14][C:15]([CH3:20])([CH3:19])[C:16](Cl)=[O:17].C(N(CC)CC)C. Product: [CH3:14][C:15]([CH3:20])([CH3:19])[C:16]([N:2]1[CH2:3][CH2:4][C:5]2[C:13]3[C:8](=[CH:9][CH:10]=[CH:11][CH:12]=3)[NH:7][C:6]=2[CH2:1]1)=[O:17]. The catalyst class is: 2. (2) The catalyst class is: 2. Product: [Cl:1][C:2]1[CH:7]=[CH:6][C:5]([C:8]2([OH:21])[CH2:9][CH2:10][NH:11][CH2:12][CH2:13]2)=[CH:4][C:3]=1[C:22]([F:25])([F:23])[F:24]. Reactant: [Cl:1][C:2]1[CH:7]=[CH:6][C:5]([C:8]2([OH:21])[CH2:13][CH2:12][N:11](C(OC(C)(C)C)=O)[CH2:10][CH2:9]2)=[CH:4][C:3]=1[C:22]([F:25])([F:24])[F:23].FC(F)(F)C(O)=O.